Predict the reactants needed to synthesize the given product. From a dataset of Full USPTO retrosynthesis dataset with 1.9M reactions from patents (1976-2016). (1) Given the product [CH2:1]([O:3][C:4]1[CH:5]=[CH:6][CH:7]=[C:8]([OH:12])[C:9]=1[C:10](=[NH:11])[NH2:13])[CH3:2], predict the reactants needed to synthesize it. The reactants are: [CH2:1]([O:3][C:4]1[C:9]2[C:10]([NH2:13])=[N:11][O:12][C:8]=2[CH:7]=[CH:6][CH:5]=1)[CH3:2]. (2) Given the product [Br:8][C:6]1[C:5]([F:9])=[CH:4][C:3]([F:10])=[C:2]([C:19](=[O:21])[CH3:20])[CH:7]=1, predict the reactants needed to synthesize it. The reactants are: Br[C:2]1[CH:7]=[C:6]([Br:8])[C:5]([F:9])=[CH:4][C:3]=1[F:10].CCCCCC.CN(OC)[C:19](=[O:21])[CH3:20].C(O)(=O)C. (3) Given the product [CH2:37]([N:1]1[CH2:2][CH2:3][CH:4]([CH:7]2[C:20]3[CH:19]=[CH:18][C:17]([C:21]4[CH:22]=[N:23][CH:24]=[CH:25][CH:26]=4)=[CH:16][C:15]=3[O:14][C:13]3[C:8]2=[CH:9][CH:10]=[CH:11][CH:12]=3)[CH2:5][CH2:6]1)[CH2:36][C:35]1[CH:44]=[CH:45][CH:32]=[CH:33][CH:34]=1, predict the reactants needed to synthesize it. The reactants are: [NH:1]1[CH2:6][CH2:5][CH:4]([CH:7]2[C:20]3[CH:19]=[CH:18][C:17]([C:21]4[CH:22]=[N:23][CH:24]=[CH:25][CH:26]=4)=[CH:16][C:15]=3[O:14][C:13]3[C:8]2=[CH:9][CH:10]=[CH:11][CH:12]=3)[CH2:3][CH2:2]1.C(N(CC)C([C:32]1[CH:33]=[CH:34][C:35]2[CH:36](C3CCNCC3)[C:37]3C(O[C:44]=2[CH:45]=1)=CC=CC=3)=O)C.C1(CC=O)C=CC=CC=1.O1C=CC(C=O)=C1. (4) Given the product [CH3:1][C:2]1[CH:3]=[CH:4][C:5]2[N:6]([C:16]3[CH:21]=[CH:20][C:19]([N:6]4[C:7]5[CH:8]=[CH:9][C:44]([CH3:45])=[CH:11][C:12]=5[C:13]5[C:5]4=[CH:4][CH:3]=[CH:2][CH:14]=5)=[CH:18][CH:17]=3)[C:7]3[C:12]([C:13]=2[CH:14]=1)=[CH:11][CH:10]=[CH:9][CH:8]=3, predict the reactants needed to synthesize it. The reactants are: [CH3:1][C:2]1[CH:3]=[CH:4][C:5]2[NH:6][C:7]3[C:12]([C:13]=2[CH:14]=1)=[CH:11][CH:10]=[CH:9][CH:8]=3.I[C:16]1[CH:21]=[CH:20][C:19](I)=[CH:18][CH:17]=1.C(=O)([O-])[O-].[K+].[K+].C1O[CH2:45][CH2:44]OCCOCCOCCOCCOC1. (5) Given the product [CH2:47]([O:49][C:50]([C:52]1[C:60]2[NH:59][C:58]([NH:61][C:11]([C:3]3[N:2]=[CH:1][C:10]4[C:5]([CH:4]=3)=[CH:6][CH:7]=[CH:8][CH:9]=4)=[O:13])=[N:57][C:56]=2[CH:55]=[C:54]([S:62][CH2:63][CH3:64])[CH:53]=1)=[O:51])[CH3:48], predict the reactants needed to synthesize it. The reactants are: [CH:1]1[C:10]2[C:5](=[CH:6][CH:7]=[CH:8][CH:9]=2)[CH:4]=[C:3]([C:11]([OH:13])=O)[N:2]=1.CN(C(ON1N=NC2C=CC=CC1=2)=[N+](C)C)C.F[P-](F)(F)(F)(F)F.CCN(C(C)C)C(C)C.[CH2:47]([O:49][C:50]([C:52]1[C:60]2[N:59]=[C:58]([NH2:61])[NH:57][C:56]=2[CH:55]=[C:54]([S:62][CH2:63][CH3:64])[CH:53]=1)=[O:51])[CH3:48]. (6) Given the product [CH3:1][N:2]1[C:11]2[C:6](=[CH:7][CH:8]=[C:9]([C:12]([F:15])([F:14])[F:13])[N:10]=2)[CH:5]=[C:4]([C:16]([Cl:23])=[O:17])[C:3]1=[O:19], predict the reactants needed to synthesize it. The reactants are: [CH3:1][N:2]1[C:11]2[C:6](=[CH:7][CH:8]=[C:9]([C:12]([F:15])([F:14])[F:13])[N:10]=2)[CH:5]=[C:4]([C:16](O)=[O:17])[C:3]1=[O:19].C(Cl)(=O)C([Cl:23])=O.CN(C)C=O. (7) Given the product [Cl:1][C:2]1[CH:7]=[CH:6][C:5]([C:8]2[C:14]3[C:15]([CH3:19])=[C:16]([CH3:18])[S:17][C:13]=3[N:12]3[C:20]([CH3:23])=[N:21][N:22]=[C:11]3[C@@:10]3([CH2:25][C@H:24]3[C:26]([NH:32][CH2:29][CH3:30])=[O:27])[N:9]=2)=[CH:4][CH:3]=1, predict the reactants needed to synthesize it. The reactants are: [Cl:1][C:2]1[CH:7]=[CH:6][C:5]([C:8]2[C:14]3[C:15]([CH3:19])=[C:16]([CH3:18])[S:17][C:13]=3[N:12]3[C:20]([CH3:23])=[N:21][N:22]=[C:11]3[C@@:10]3([CH2:25][C@H:24]3[C:26](O)=[O:27])[N:9]=2)=[CH:4][CH:3]=1.[CH:29]([N:32](CC)C(C)C)(C)[CH3:30].Cl.C(N)C.C1C=CC2N(O)N=NC=2C=1.CN(C(ON1N=NC2C=CC=NC1=2)=[N+](C)C)C.F[P-](F)(F)(F)(F)F.